From a dataset of Forward reaction prediction with 1.9M reactions from USPTO patents (1976-2016). Predict the product of the given reaction. (1) Given the reactants [Cl:1][C:2]1[N:7]=[C:6](Cl)[CH:5]=[CH:4][N:3]=1.[F:9][C:10]([F:21])([F:20])[C:11]1[CH:16]=[CH:15][C:14](B(O)O)=[CH:13][CH:12]=1.P([O-])([O-])([O-])=O.[K+].[K+].[K+].COCCOC, predict the reaction product. The product is: [Cl:1][C:2]1[N:7]=[C:6]([C:14]2[CH:15]=[CH:16][C:11]([C:10]([F:21])([F:20])[F:9])=[CH:12][CH:13]=2)[CH:5]=[CH:4][N:3]=1. (2) Given the reactants [CH3:1][O:2][C:3]1[CH:4]=[C:5]2[C:10](=[CH:11][C:12]=1[O:13][CH2:14][C@H:15]1[CH2:17][O:16]1)[N:9]=[CH:8][N:7]=[C:6]2[O:18][C:19]1[CH:20]=[C:21]2[C:25](=[CH:26][CH:27]=1)[NH:24][CH:23]=[C:22]2[CH3:28].[NH2:29][CH2:30][CH2:31][CH2:32][N:33]1[CH2:38][CH2:37][O:36][CH2:35][CH2:34]1, predict the reaction product. The product is: [OH:16][C@H:15]([CH2:17][NH:29][CH2:30][CH2:31][CH2:32][N:33]1[CH2:38][CH2:37][O:36][CH2:35][CH2:34]1)[CH2:14][O:13][C:12]1[CH:11]=[C:10]2[C:5]([C:6]([O:18][C:19]3[CH:20]=[C:21]4[C:25](=[CH:26][CH:27]=3)[NH:24][CH:23]=[C:22]4[CH3:28])=[N:7][CH:8]=[N:9]2)=[CH:4][C:3]=1[O:2][CH3:1].